Dataset: Forward reaction prediction with 1.9M reactions from USPTO patents (1976-2016). Task: Predict the product of the given reaction. (1) Given the reactants [CH2:1]([NH:5][C:6](=[O:44])[O:7][CH2:8][CH:9]1[CH2:14][CH2:13][CH:12]([CH2:15][N:16]([CH2:37][C:38]2[CH:43]=[CH:42][CH:41]=[CH:40][CH:39]=2)[S:17]([NH:20][C:21](=[O:36])[C:22]2[CH:27]=[C:26]([C:28]([F:31])([F:30])[F:29])[CH:25]=[C:24]([C:32]([F:35])([F:34])[F:33])[CH:23]=2)(=[O:19])=[O:18])[CH2:11][CH2:10]1)[CH2:2][CH2:3][CH3:4].[CH3:45]C(N)CCC.C(N)CCC, predict the reaction product. The product is: [CH3:45][CH:1]([NH:5][C:6](=[O:44])[O:7][CH2:8][CH:9]1[CH2:10][CH2:11][CH:12]([CH2:15][N:16]([CH2:37][C:38]2[CH:43]=[CH:42][CH:41]=[CH:40][CH:39]=2)[S:17]([NH:20][C:21](=[O:36])[C:22]2[CH:23]=[C:24]([C:32]([F:35])([F:33])[F:34])[CH:25]=[C:26]([C:28]([F:30])([F:29])[F:31])[CH:27]=2)(=[O:18])=[O:19])[CH2:13][CH2:14]1)[CH2:2][CH2:3][CH3:4]. (2) The product is: [CH3:1][N:2]([CH3:32])[CH2:3][CH2:4][CH2:5][NH:6][C:56]([C:51]1[C:50]([C:46]2[CH:47]=[CH:48][CH:49]=[C:44]([CH2:43][S:42][CH2:41][CH2:40][O:33][C:34]3[CH:39]=[CH:38][CH:37]=[CH:36][CH:35]=3)[CH:45]=2)=[CH:55][CH:54]=[CH:53][CH:52]=1)=[O:57]. Given the reactants [CH3:1][N:2]([CH3:32])[CH2:3][CH2:4][CH2:5][NH:6]C(C1C=C(C2C=CC(CSCCOC3C=CC=CC=3)=CC=2)C=CC=1)=O.[O:33]([CH2:40][CH2:41][S:42][CH2:43][C:44]1[CH:45]=[C:46]([C:50]2[C:51]([C:56](O)=[O:57])=[CH:52][CH:53]=[CH:54][CH:55]=2)[CH:47]=[CH:48][CH:49]=1)[C:34]1[CH:39]=[CH:38][CH:37]=[CH:36][CH:35]=1.CN(C)CCCN, predict the reaction product. (3) Given the reactants [C:1]([N:4]1[C:13]2[C:8](=[CH:9][C:10]([C:14]3[CH:15]=[N:16][N:17]([CH2:19][CH2:20][N:21](C)[C:22](=[O:28])[O:23]C(C)(C)C)[CH:18]=3)=[CH:11][CH:12]=2)[C@H:7]([NH:30][C:31]2[CH:36]=[CH:35][N:34]=[CH:33][CH:32]=2)[CH2:6][C@@H:5]1[CH3:37])(=[O:3])[CH3:2].FC(F)(F)C(O)=O, predict the reaction product. The product is: [CH:22]([OH:28])=[O:23].[C:1]([N:4]1[C:13]2[C:8](=[CH:9][C:10]([C:14]3[CH:15]=[N:16][N:17]([CH2:19][CH2:20][NH:21][CH3:22])[CH:18]=3)=[CH:11][CH:12]=2)[C@H:7]([NH:30][C:31]2[CH:36]=[CH:35][N:34]=[CH:33][CH:32]=2)[CH2:6][C@@H:5]1[CH3:37])(=[O:3])[CH3:2]. (4) Given the reactants [OH:1][C:2]1[CH:7]=[C:6]([O:8][CH:9]([CH3:11])[CH3:10])[CH:5]=[CH:4][C:3]=1[CH2:12][CH2:13][C:14]([O:16][CH2:17][CH3:18])=[O:15].[H-].[Na+].Cl[C:22]1[C:27]([Cl:28])=[CH:26][C:25]([C:29]([F:32])([F:31])[F:30])=[CH:24][N:23]=1.[Cl-].[NH4+], predict the reaction product. The product is: [Cl:28][C:27]1[C:22]([O:1][C:2]2[CH:7]=[C:6]([O:8][CH:9]([CH3:11])[CH3:10])[CH:5]=[CH:4][C:3]=2[CH2:12][CH2:13][C:14]([O:16][CH2:17][CH3:18])=[O:15])=[N:23][CH:24]=[C:25]([C:29]([F:31])([F:30])[F:32])[CH:26]=1. (5) Given the reactants [CH3:1][C:2]1[C:7]([C:8]2[N:12]([C:13]3[CH:20]=[CH:19][C:16]([C:17]#[N:18])=[CH:15][CH:14]=3)[N:11]=[CH:10][CH:9]=2)=[CH:6][N:5]2[C:21](=[O:24])[NH:22][N:23]=[C:4]2[C:3]=1[C:25]1[CH:30]=[CH:29][CH:28]=[C:27]([C:31]([F:34])([F:33])[F:32])[CH:26]=1.Cl[CH2:36][C:37]([NH:39][CH3:40])=[O:38], predict the reaction product. The product is: [C:17]([C:16]1[CH:19]=[CH:20][C:13]([N:12]2[C:8]([C:7]3[C:2]([CH3:1])=[C:3]([C:25]4[CH:30]=[CH:29][CH:28]=[C:27]([C:31]([F:34])([F:32])[F:33])[CH:26]=4)[C:4]4[N:5]([C:21](=[O:24])[N:22]([CH2:36][C:37]([NH:39][CH3:40])=[O:38])[N:23]=4)[CH:6]=3)=[CH:9][CH:10]=[N:11]2)=[CH:14][CH:15]=1)#[N:18]. (6) Given the reactants [N:1]1([C:5](=[O:21])[CH2:6][C:7]2[CH:12]=[CH:11][C:10](B3OCC(C)(C)CO3)=[CH:9][CH:8]=2)[CH2:4][CH2:3][CH2:2]1.Br[C:23]1[CH:24]=[C:25]2[C:29](=[CH:30][C:31]=1[Cl:32])[NH:28][CH:27]=[C:26]2[CH:33]=[O:34].C([O-])([O-])=O.[K+].[K+].C1(C)C=CC=CC=1, predict the reaction product. The product is: [N:1]1([C:5](=[O:21])[CH2:6][C:7]2[CH:8]=[CH:9][C:10]([C:23]3[CH:24]=[C:25]4[C:29](=[CH:30][C:31]=3[Cl:32])[NH:28][CH:27]=[C:26]4[CH:33]=[O:34])=[CH:11][CH:12]=2)[CH2:2][CH2:3][CH2:4]1.